This data is from Catalyst prediction with 721,799 reactions and 888 catalyst types from USPTO. The task is: Predict which catalyst facilitates the given reaction. (1) Reactant: [Cl:1][C:2]1[CH:7]=[CH:6][C:5]([C:8]2[CH:13]=[CH:12][CH:11]=[CH:10][C:9]=2[OH:14])=[CH:4][C:3]=1[C:15]([NH:17][CH2:18][C:19]12[CH2:28][CH:23]3[CH2:24][CH:25]([CH2:27][CH:21]([CH2:22]3)[CH2:20]1)[CH2:26]2)=[O:16].CC(C)([O-])C.[K+].[C:35]1(=[O:39])[O:38][CH2:37][CH2:36]1. Product: [Cl:1][C:2]1[CH:7]=[CH:6][C:5]([C:8]2[CH:13]=[CH:12][CH:11]=[CH:10][C:9]=2[O:14][CH2:37][CH2:36][C:35]([OH:39])=[O:38])=[CH:4][C:3]=1[C:15]([NH:17][CH2:18][C:19]12[CH2:28][CH:23]3[CH2:24][CH:25]([CH2:27][CH:21]([CH2:22]3)[CH2:20]1)[CH2:26]2)=[O:16]. The catalyst class is: 7. (2) The catalyst class is: 2. Product: [Br:17][CH2:18][C:19]([NH:14][CH2:13][CH2:12][C:11]1[CH:10]=[CH:9][C:8]([O:1][C:2]2[CH:3]=[CH:4][CH:5]=[CH:6][CH:7]=2)=[CH:16][CH:15]=1)=[O:20]. Reactant: [O:1]([C:8]1[CH:16]=[CH:15][C:11]([CH2:12][CH2:13][NH2:14])=[CH:10][CH:9]=1)[C:2]1[CH:7]=[CH:6][CH:5]=[CH:4][CH:3]=1.[Br:17][CH2:18][C:19](Br)=[O:20].N1C=CC=CC=1.